Task: Predict the reaction yield, written as a fraction of the theoretical maximum amount of product (1.0 means a 100% yield; for example, 0.34 means a 34% yield).. Dataset: Reaction yield outcomes from USPTO patents with 853,638 reactions (1) The reactants are [Cl:1][C:2]1[CH:11]=[C:10]2[C:5]([CH:6]=[C:7]([C:12]([O:14]CC)=O)[CH:8]=[N:9]2)=[CH:4][CH:3]=1.O.[NH2:18][NH2:19].[S:20](Cl)([C:23]1[CH:29]=[CH:28][C:26]([CH3:27])=[CH:25][CH:24]=1)(=[O:22])=[O:21]. The catalyst is CCO. The product is [Cl:1][C:2]1[CH:11]=[C:10]2[C:5]([CH:6]=[C:7]([C:12]([NH:18][NH:19][S:20]([C:23]3[CH:29]=[CH:28][C:26]([CH3:27])=[CH:25][CH:24]=3)(=[O:22])=[O:21])=[O:14])[CH:8]=[N:9]2)=[CH:4][CH:3]=1. The yield is 0.900. (2) The reactants are [CH:1]([O:14][C:15]1[C:16]2[C:35](=[O:36])[N:34]([CH2:37][C:38]3[CH:43]=[CH:42][C:41]([F:44])=[CH:40][CH:39]=3)[CH2:33][C:17]=2[C:18](OS(C(F)(F)F)(=O)=O)=[C:19]2[C:24]=1[N:23]=[CH:22][CH:21]=[CH:20]2)([C:8]1[CH:13]=[CH:12][CH:11]=[CH:10][CH:9]=1)[C:2]1[CH:7]=[CH:6][CH:5]=[CH:4][CH:3]=1.[C:45]1(P(C2C=CC=CC=2)CCCP(C2C=CC=CC=2)C2C=CC=CC=2)C=CC=CC=1.CI.[C:76]([O-:79])([O-])=[O:77].[Cs+].[Cs+]. The catalyst is CN(C=O)C.O.CCOC(C)=O.CC([O-])=O.CC([O-])=O.[Pd+2]. The product is [CH3:45][O:79][C:76]([C:18]1[C:19]2[CH:20]=[CH:21][CH:22]=[N:23][C:24]=2[C:15]([O:14][CH:1]([C:8]2[CH:13]=[CH:12][CH:11]=[CH:10][CH:9]=2)[C:2]2[CH:3]=[CH:4][CH:5]=[CH:6][CH:7]=2)=[C:16]2[C:35](=[O:36])[N:34]([CH2:37][C:38]3[CH:39]=[CH:40][C:41]([F:44])=[CH:42][CH:43]=3)[CH2:33][C:17]=12)=[O:77]. The yield is 0.700. (3) The reactants are [F:1][C:2]1[CH:3]=[C:4]([C:8]2[C:13]([C:14]3[CH:19]=[CH:18][N:17]=[CH:16][CH:15]=3)=[CH:12][C:11]([NH2:20])=[C:10]([NH2:21])[N:9]=2)[CH:5]=[CH:6][CH:7]=1.[CH2:22](C(CC)(CC)C([O-])([O-])[O-])[CH3:23].C(=O)([O-])O.[Na+]. The catalyst is C(O)(=O)C. The product is [F:1][C:2]1[CH:3]=[C:4]([C:8]2[N:9]=[C:10]3[NH:21][C:22]([CH3:23])=[N:20][C:11]3=[CH:12][C:13]=2[C:14]2[CH:19]=[CH:18][N:17]=[CH:16][CH:15]=2)[CH:5]=[CH:6][CH:7]=1. The yield is 0.630. (4) The reactants are Br[C:2]1[CH:3]=[C:4]([S:8]([N:11]2[C:15]([C:16]3[CH:21]=[CH:20][CH:19]=[CH:18][CH:17]=3)=[CH:14][C:13]([CH2:22][N:23]([CH3:31])C(=O)OC(C)(C)C)=[CH:12]2)(=[O:10])=[O:9])[CH:5]=[N:6][CH:7]=1.[CH3:32]B(O)O.C(=O)([O-])[O-].[K+].[K+].C(=O)([O-])O.[Na+].C(OCC)(=O)C.[ClH:53]. The catalyst is C(O)C.C1C=CC([P]([Pd]([P](C2C=CC=CC=2)(C2C=CC=CC=2)C2C=CC=CC=2)([P](C2C=CC=CC=2)(C2C=CC=CC=2)C2C=CC=CC=2)[P](C2C=CC=CC=2)(C2C=CC=CC=2)C2C=CC=CC=2)(C2C=CC=CC=2)C2C=CC=CC=2)=CC=1.O1CCOCC1. The product is [ClH:53].[ClH:53].[CH3:31][NH:23][CH2:22][C:13]1[CH:14]=[C:15]([C:16]2[CH:21]=[CH:20][CH:19]=[CH:18][CH:17]=2)[N:11]([S:8]([C:4]2[CH:5]=[N:6][CH:7]=[C:2]([CH3:32])[CH:3]=2)(=[O:9])=[O:10])[CH:12]=1. The yield is 0.390. (5) The yield is 0.800. The product is [CH:1]([C:17]1[CH:18]=[CH:19][C:20]([NH:23][C:24](=[O:29])[C:25]([CH3:28])([CH3:27])[CH3:26])=[N:21][CH:22]=1)=[CH2:2]. The reactants are [CH2:1]([Sn](CCCC)(CCCC)C=C)[CH2:2]CC.Br[C:17]1[CH:18]=[CH:19][C:20]([NH:23][C:24](=[O:29])[C:25]([CH3:28])([CH3:27])[CH3:26])=[N:21][CH:22]=1. The catalyst is C1(C)C=CC=CC=1.C1C=CC([P]([Pd]([P](C2C=CC=CC=2)(C2C=CC=CC=2)C2C=CC=CC=2)([P](C2C=CC=CC=2)(C2C=CC=CC=2)C2C=CC=CC=2)[P](C2C=CC=CC=2)(C2C=CC=CC=2)C2C=CC=CC=2)(C2C=CC=CC=2)C2C=CC=CC=2)=CC=1. (6) The reactants are [O:1]1[C:5]2[CH:6]=[CH:7][CH:8]=[CH:9][C:4]=2[CH2:3][CH2:2]1.[S:10]([Cl:13])(Cl)=[O:11].C(Cl)Cl.[OH2:17]. The catalyst is ClCCCl. The product is [O:1]1[C:5]2[CH:6]=[CH:7][C:8]([S:10]([Cl:13])(=[O:11])=[O:17])=[CH:9][C:4]=2[CH2:3][CH2:2]1. The yield is 1.00. (7) The reactants are C(OC([NH:8][C@H:9]([C:28]([NH2:30])=[O:29])[CH2:10][C:11]1[CH:16]=[CH:15][C:14]([C:17]2[CH:18]=[CH:19][C:20]3[O:24][C:23](=[O:25])[N:22]([CH3:26])[C:21]=3[CH:27]=2)=[CH:13][CH:12]=1)=O)(C)(C)C.Cl.O1CCOCC1.O1CCOCC1.Cl. The catalyst is C(Cl)Cl.O. The product is [CH3:26][N:22]1[C:21]2[CH:27]=[C:17]([C:14]3[CH:13]=[CH:12][C:11]([CH2:10][C@@H:9]([C:28]([NH2:30])=[O:29])[NH2:8])=[CH:16][CH:15]=3)[CH:18]=[CH:19][C:20]=2[O:24][C:23]1=[O:25]. The yield is 0.680. (8) The reactants are [C:1]([C:3]1[CH:8]=[CH:7][C:6]([NH:9][C:10](=[O:18])[C:11]2[CH:16]=[CH:15][CH:14]=[CH:13][C:12]=2[CH3:17])=[CH:5][CH:4]=1)#[CH:2].Br[C:20]1[CH:21]=[N:22][CH:23]=[C:24]([CH:37]=1)[C:25]([N:27]=[S@@:28]([CH3:36])(=[O:35])[C:29]1[CH:34]=[CH:33][CH:32]=[CH:31][CH:30]=1)=[O:26]. No catalyst specified. The product is [CH3:17][C:12]1[CH:13]=[CH:14][CH:15]=[CH:16][C:11]=1[C:10]([NH:9][C:6]1[CH:5]=[CH:4][C:3]([C:1]#[C:2][C:20]2[CH:21]=[N:22][CH:23]=[C:24]([CH:37]=2)[C:25]([N:27]=[S@@:28]([CH3:36])(=[O:35])[C:29]2[CH:34]=[CH:33][CH:32]=[CH:31][CH:30]=2)=[O:26])=[CH:8][CH:7]=1)=[O:18]. The yield is 0.750.